Predict the reactants needed to synthesize the given product. From a dataset of Full USPTO retrosynthesis dataset with 1.9M reactions from patents (1976-2016). (1) Given the product [F:65][C:66]1[CH:67]=[C:68]([NH:69][C:28]([CH:9]2[CH:8]([C:4]3[CH:5]=[CH:6][CH:7]=[C:2]([Cl:1])[C:3]=3[F:31])[C:12]([C:15]3[CH:20]=[CH:19][C:18]([Cl:21])=[CH:17][C:16]=3[F:22])([C:13]#[N:14])[CH:11]([CH2:23][C:24]([CH3:27])([CH3:26])[CH3:25])[NH:10]2)=[O:29])[CH:70]=[CH:71][CH:72]=1, predict the reactants needed to synthesize it. The reactants are: [Cl:1][C:2]1[C:3]([F:31])=[C:4]([CH:8]2[C:12]([C:15]3[CH:20]=[CH:19][C:18]([Cl:21])=[CH:17][C:16]=3[F:22])([C:13]#[N:14])[CH:11]([CH2:23][C:24]([CH3:27])([CH3:26])[CH3:25])[NH:10][CH:9]2[C:28](O)=[O:29])[CH:5]=[CH:6][CH:7]=1.CN(C(ON1N=NC2C=CC=NC1=2)=[N+](C)C)C.F[P-](F)(F)(F)(F)F.CCN(C(C)C)C(C)C.[F:65][C:66]1[CH:67]=[C:68]([CH:70]=[CH:71][CH:72]=1)[NH2:69]. (2) Given the product [O:7]=[C:5]([CH2:13][C:12](=[O:14])[C:15]1[CH:20]=[CH:19][CH:18]=[CH:17][N:16]=1)[C:4]([O:10][CH3:11])=[O:9], predict the reactants needed to synthesize it. The reactants are: C[O-].[Na+].[C:4]([O:10][CH3:11])(=[O:9])[C:5]([O:7]C)=O.[C:12]([C:15]1[CH:20]=[CH:19][CH:18]=[CH:17][N:16]=1)(=[O:14])[CH3:13].